Dataset: Peptide-MHC class II binding affinity with 134,281 pairs from IEDB. Task: Regression. Given a peptide amino acid sequence and an MHC pseudo amino acid sequence, predict their binding affinity value. This is MHC class II binding data. (1) The peptide sequence is RGHHRQVIGAAQLGR. The binding affinity (normalized) is 0.367. The MHC is DRB1_0401 with pseudo-sequence DRB1_0401. (2) The peptide sequence is KYKTFEAAFTVSSKR. The MHC is DRB3_0202 with pseudo-sequence DRB3_0202. The binding affinity (normalized) is 0.610. (3) The peptide sequence is MRRLADQSLPPNFSC. The MHC is DRB1_0802 with pseudo-sequence DRB1_0802. The binding affinity (normalized) is 0.399. (4) The peptide sequence is EPGHLAPTGMFVAAA. The MHC is DRB1_0301 with pseudo-sequence DRB1_0301. The binding affinity (normalized) is 0.112. (5) The peptide sequence is AIFLTTLSRTSKKRS. The MHC is DRB1_0401 with pseudo-sequence DRB1_0401. The binding affinity (normalized) is 0.693. (6) The peptide sequence is PQPQLPYPQPQLPY. The MHC is HLA-DQA10501-DQB10301 with pseudo-sequence HLA-DQA10501-DQB10301. The binding affinity (normalized) is 0.334.